Dataset: Forward reaction prediction with 1.9M reactions from USPTO patents (1976-2016). Task: Predict the product of the given reaction. (1) Given the reactants C(OC(=O)N(C1S[C@]2(C=O)[C@H]([C@](C3C=C(Br)C=CC=3F)(C)N=1)C2)COCC[Si](C)(C)C)(C)(C)C.[C:35]([O:39][C:40](=[O:68])[N:41]([C:50]1[S:51][C@:52]2([CH2:66][OH:67])[C@H:54]([C@:55]([C:58]3[C:59]([F:65])=[N:60][CH:61]=[C:62]([Br:64])[CH:63]=3)([CH3:57])[N:56]=1)[CH2:53]2)[CH2:42][O:43][CH2:44][CH2:45][Si:46]([CH3:49])([CH3:48])[CH3:47])([CH3:38])([CH3:37])[CH3:36], predict the reaction product. The product is: [C:35]([O:39][C:40](=[O:68])[N:41]([C:50]1[S:51][C@:52]2([CH:66]=[O:67])[C@H:54]([C@:55]([C:58]3[C:59]([F:65])=[N:60][CH:61]=[C:62]([Br:64])[CH:63]=3)([CH3:57])[N:56]=1)[CH2:53]2)[CH2:42][O:43][CH2:44][CH2:45][Si:46]([CH3:49])([CH3:48])[CH3:47])([CH3:37])([CH3:36])[CH3:38]. (2) Given the reactants C([N:8]1[C:12]2[N:13]=[C:14]([NH:27][C:28]3[CH:35]=[CH:34][C:31]([C:32]#[N:33])=[CH:30][CH:29]=3)[N:15]=[C:16]([S:17][C:18]3[C:23]([CH3:24])=[CH:22][C:21]([CH3:25])=[CH:20][C:19]=3[CH3:26])[C:11]=2[CH:10]=[CH:9]1)C1C=CC=CC=1.[Cl-].[Al+3].[Cl-].[Cl-], predict the reaction product. The product is: [CH3:26][C:19]1[CH:20]=[C:21]([CH3:25])[CH:22]=[C:23]([CH3:24])[C:18]=1[S:17][C:16]1[C:11]2[CH:10]=[CH:9][NH:8][C:12]=2[N:13]=[C:14]([NH:27][C:28]2[CH:29]=[CH:30][C:31]([C:32]#[N:33])=[CH:34][CH:35]=2)[N:15]=1.